From a dataset of Full USPTO retrosynthesis dataset with 1.9M reactions from patents (1976-2016). Predict the reactants needed to synthesize the given product. (1) Given the product [CH2:36]([O:38][C:39](=[O:42])[CH2:40][NH:41][C:2]([NH:25][C:21]1[CH:20]=[C:19]([C:14]2[CH:15]=[CH:16][CH:17]=[CH:18][C:13]=2[O:12][CH3:11])[N:24]=[CH:23][N:22]=1)=[O:3])[CH3:37], predict the reactants needed to synthesize it. The reactants are: Cl[C:2](OC1C=CC=CC=1)=[O:3].[CH3:11][O:12][C:13]1[CH:18]=[CH:17][CH:16]=[CH:15][C:14]=1[C:19]1[N:24]=[CH:23][N:22]=[C:21]([NH2:25])[CH:20]=1.CCN(C(C)C)C(C)C.Cl.[CH2:36]([O:38][C:39](=[O:42])[CH2:40][NH2:41])[CH3:37]. (2) Given the product [C:1]1([S:7]([C:8]2[CH:9]=[CH:10][C:11]([O:14][CH:15]3[CH2:19][CH2:18][CH2:17][CH2:16]3)=[CH:12][CH:13]=2)=[O:20])[CH:6]=[CH:5][CH:4]=[CH:3][CH:2]=1, predict the reactants needed to synthesize it. The reactants are: [C:1]1([S:7][C:8]2[CH:13]=[CH:12][C:11]([O:14][CH:15]3[CH2:19][CH2:18][CH2:17][CH2:16]3)=[CH:10][CH:9]=2)[CH:6]=[CH:5][CH:4]=[CH:3][CH:2]=1.[OH:20]O.C1(C)C=CC=CC=1. (3) The reactants are: [F:1][C:2]([F:18])([F:17])[O:3][C:4]1[CH:16]=[CH:15][C:7]([O:8][CH:9]2[CH2:14][CH2:13][NH:12][CH2:11][CH2:10]2)=[CH:6][CH:5]=1.[CH2:19]1[O:21][CH2:20]1. Given the product [F:18][C:2]([F:1])([F:17])[O:3][C:4]1[CH:16]=[CH:15][C:7]([O:8][CH:9]2[CH2:10][CH2:11][N:12]([CH2:19][CH2:20][OH:21])[CH2:13][CH2:14]2)=[CH:6][CH:5]=1, predict the reactants needed to synthesize it. (4) Given the product [Cl:23][C:19]1[N:18]=[C:17]([O:16][CH2:15][CH2:14][CH2:13][CH2:12][N:25]2[CH2:26][CH2:27][C:28]3[C:33](=[CH:32][CH:31]=[CH:30][CH:29]=3)[CH2:24]2)[CH:22]=[CH:21][CH:20]=1, predict the reactants needed to synthesize it. The reactants are: CC1C=CC(S(O[CH2:12][CH2:13][CH2:14][CH2:15][O:16][C:17]2[CH:22]=[CH:21][CH:20]=[C:19]([Cl:23])[N:18]=2)(=O)=O)=CC=1.[CH2:24]1[C:33]2[C:28](=[CH:29][CH:30]=[CH:31][CH:32]=2)[CH2:27][CH2:26][NH:25]1. (5) Given the product [C:34]([C:2]1[CH:3]=[CH:4][C:5]([F:33])=[C:6]([C@:8]23[CH2:17][O:16][C@@H:15]([C:18]4[O:19][CH:20]=[C:21]([CH3:23])[N:22]=4)[CH2:14][C@H:13]2[CH2:12][S:11][C:10]([NH:24][C:25](=[O:32])[C:26]2[CH:27]=[CH:28][CH:29]=[CH:30][CH:31]=2)=[N:9]3)[CH:7]=1)#[N:35], predict the reactants needed to synthesize it. The reactants are: Br[C:2]1[CH:3]=[CH:4][C:5]([F:33])=[C:6]([C@:8]23[CH2:17][O:16][C@@H:15]([C:18]4[O:19][CH:20]=[C:21]([CH3:23])[N:22]=4)[CH2:14][C@H:13]2[CH2:12][S:11][C:10]([NH:24][C:25](=[O:32])[C:26]2[CH:31]=[CH:30][CH:29]=[CH:28][CH:27]=2)=[N:9]3)[CH:7]=1.[C:34](C1C=CC(F)=C([C@]23CO[C@@H](C4ON=C(C)C=4)C[C@H]2CSC(NC(=O)C2C=CC=CC=2)=N3)C=1)#[N:35]. (6) Given the product [CH3:28][O:27][C:25]1[CH:24]=[CH:23][C:18]2[N:19]=[CH:20][C:21](=[O:22])[N:16]([CH2:15][CH2:14][CH2:13][CH:12]=[O:11])[C:17]=2[N:26]=1, predict the reactants needed to synthesize it. The reactants are: C(Cl)(=O)C(Cl)=O.CS(C)=O.[OH:11][CH2:12][CH2:13][CH2:14][CH2:15][N:16]1[C:21](=[O:22])[CH:20]=[N:19][C:18]2[CH:23]=[CH:24][C:25]([O:27][CH3:28])=[N:26][C:17]1=2.C(N(CC)CC)C.[Cl-].[NH4+]. (7) The reactants are: C1(S(CC[O:12][C:13](=[O:66])[CH2:14][O:15][C:16]2[CH:21]=[CH:20][C:19]([S:22]([N:25]3[C:29]4[CH:30]=[CH:31][CH:32]=[CH:33][C:28]=4[N:27]=[C:26]3[S:34]([CH2:36][C:37]3[C:42]([CH3:43])=[C:41]([O:44][CH2:45][C:46]([F:49])([F:48])[F:47])[CH:40]=[CH:39][N:38]=3)=[O:35])(=[O:24])=[O:23])=[CH:18][C:17]=2[O:50][CH2:51][C:52]([O:54]CCS(C2C=CC=CC=2)(=O)=O)=[O:53])(=O)=O)C=CC=CC=1.C([O-])(O)=O.[Na+:71]. Given the product [Na+:71].[Na+:71].[C:52]([CH2:51][O:50][C:17]1[CH:18]=[C:19]([S:22]([N:25]2[C:29]3[CH:30]=[CH:31][CH:32]=[CH:33][C:28]=3[N:27]=[C:26]2[S:34]([CH2:36][C:37]2[C:42]([CH3:43])=[C:41]([O:44][CH2:45][C:46]([F:47])([F:48])[F:49])[CH:40]=[CH:39][N:38]=2)=[O:35])(=[O:23])=[O:24])[CH:20]=[CH:21][C:16]=1[O:15][CH2:14][C:13]([O-:66])=[O:12])([OH:54])=[O:53].[C:52]([CH2:51][O:50][C:17]1[CH:18]=[C:19]([S:22]([N:25]2[C:29]3[CH:30]=[CH:31][CH:32]=[CH:33][C:28]=3[N:27]=[C:26]2[S:34]([CH2:36][C:37]2[C:42]([CH3:43])=[C:41]([O:44][CH2:45][C:46]([F:47])([F:48])[F:49])[CH:40]=[CH:39][N:38]=2)=[O:35])(=[O:23])=[O:24])[CH:20]=[CH:21][C:16]=1[O:15][CH2:14][C:13]([O-:66])=[O:12])([OH:54])=[O:53], predict the reactants needed to synthesize it. (8) Given the product [ClH:26].[CH3:13][C:10]1([CH3:12])[CH2:11][C:6]([CH3:22])([CH3:5])[CH2:7][CH:8]([O:14][C:15]2[CH:16]=[CH:17][C:18]([NH:19][NH2:1])=[CH:20][CH:21]=2)[CH2:9]1, predict the reactants needed to synthesize it. The reactants are: [N:1]([O-])=O.[Na+].[CH3:5][C:6]1([CH3:22])[CH2:11][C:10]([CH3:13])([CH3:12])[CH2:9][CH:8]([O:14][C:15]2[CH:21]=[CH:20][C:18]([NH2:19])=[CH:17][CH:16]=2)[CH2:7]1.O.O.[Sn](Cl)[Cl:26]. (9) Given the product [CH3:1][O:2][C:3]1[CH:4]=[C:5]([CH:13]([CH3:20])[CH2:14][C:15]([OH:17])=[O:16])[CH:6]=[CH:7][C:8]=1[O:9][CH2:10][C:11]#[CH:12], predict the reactants needed to synthesize it. The reactants are: [CH3:1][O:2][C:3]1[CH:4]=[C:5]([CH:13]([CH3:20])[CH2:14][C:15]([O:17]CC)=[O:16])[CH:6]=[CH:7][C:8]=1[O:9][CH2:10][C:11]#[CH:12].[OH-].[Li+].O1CCCC1.